This data is from NCI-60 drug combinations with 297,098 pairs across 59 cell lines. The task is: Regression. Given two drug SMILES strings and cell line genomic features, predict the synergy score measuring deviation from expected non-interaction effect. (1) Drug 1: C1=C(C(=O)NC(=O)N1)F. Drug 2: CS(=O)(=O)CCNCC1=CC=C(O1)C2=CC3=C(C=C2)N=CN=C3NC4=CC(=C(C=C4)OCC5=CC(=CC=C5)F)Cl. Cell line: UACC62. Synergy scores: CSS=34.9, Synergy_ZIP=-1.38, Synergy_Bliss=0.295, Synergy_Loewe=1.37, Synergy_HSA=3.21. (2) Drug 1: C1C(C(OC1N2C=NC3=C(N=C(N=C32)Cl)N)CO)O. Cell line: UACC-257. Synergy scores: CSS=19.0, Synergy_ZIP=-4.06, Synergy_Bliss=-0.747, Synergy_Loewe=-3.06, Synergy_HSA=-2.24. Drug 2: CCC1(CC2CC(C3=C(CCN(C2)C1)C4=CC=CC=C4N3)(C5=C(C=C6C(=C5)C78CCN9C7C(C=CC9)(C(C(C8N6C)(C(=O)OC)O)OC(=O)C)CC)OC)C(=O)OC)O.OS(=O)(=O)O. (3) Drug 1: C1=CC(=CC=C1CCCC(=O)O)N(CCCl)CCCl. Drug 2: CC1CCCC2(C(O2)CC(NC(=O)CC(C(C(=O)C(C1O)C)(C)C)O)C(=CC3=CSC(=N3)C)C)C. Cell line: MOLT-4. Synergy scores: CSS=48.6, Synergy_ZIP=2.23, Synergy_Bliss=-0.381, Synergy_Loewe=0.581, Synergy_HSA=0.584. (4) Drug 1: CC1=C(C=C(C=C1)NC2=NC=CC(=N2)N(C)C3=CC4=NN(C(=C4C=C3)C)C)S(=O)(=O)N.Cl. Drug 2: C1CN(P(=O)(OC1)NCCCl)CCCl. Cell line: HOP-62. Synergy scores: CSS=0.724, Synergy_ZIP=-1.65, Synergy_Bliss=-3.97, Synergy_Loewe=-5.96, Synergy_HSA=-4.09. (5) Cell line: SNB-75. Synergy scores: CSS=11.7, Synergy_ZIP=-2.22, Synergy_Bliss=1.16, Synergy_Loewe=2.10, Synergy_HSA=2.26. Drug 1: C1CN1P(=S)(N2CC2)N3CC3. Drug 2: CN(CCCl)CCCl.Cl. (6) Drug 1: CNC(=O)C1=CC=CC=C1SC2=CC3=C(C=C2)C(=NN3)C=CC4=CC=CC=N4. Drug 2: CC1C(C(CC(O1)OC2CC(CC3=C2C(=C4C(=C3O)C(=O)C5=CC=CC=C5C4=O)O)(C(=O)C)O)N)O. Cell line: 786-0. Synergy scores: CSS=37.5, Synergy_ZIP=2.01, Synergy_Bliss=0.698, Synergy_Loewe=-31.8, Synergy_HSA=0.294. (7) Drug 1: CC1=C(C(CCC1)(C)C)C=CC(=CC=CC(=CC(=O)O)C)C. Drug 2: CCCCCOC(=O)NC1=NC(=O)N(C=C1F)C2C(C(C(O2)C)O)O. Cell line: ACHN. Synergy scores: CSS=3.60, Synergy_ZIP=1.04, Synergy_Bliss=6.55, Synergy_Loewe=3.78, Synergy_HSA=4.41.